Dataset: Full USPTO retrosynthesis dataset with 1.9M reactions from patents (1976-2016). Task: Predict the reactants needed to synthesize the given product. (1) Given the product [Cl:20][C:17]1[CH:18]=[CH:19][C:5]2[N:4]([CH3:21])[C:3](=[O:22])[CH:2]([NH:1][C:24]([NH:23][C:26]3[C:35]4[C:30](=[CH:31][CH:32]=[CH:33][CH:34]=4)[C:29]([N:36]([CH3:38])[CH3:37])=[CH:28][CH:27]=3)=[S:25])[N:8]=[C:7]([C:9]3[CH:14]=[CH:13][CH:12]=[CH:11][C:10]=3[Cl:15])[C:6]=2[CH:16]=1, predict the reactants needed to synthesize it. The reactants are: [NH2:1][CH:2]1[N:8]=[C:7]([C:9]2[CH:14]=[CH:13][CH:12]=[CH:11][C:10]=2[Cl:15])[C:6]2[CH:16]=[C:17]([Cl:20])[CH:18]=[CH:19][C:5]=2[N:4]([CH3:21])[C:3]1=[O:22].[N:23]([C:26]1[C:35]2[C:30](=[CH:31][CH:32]=[CH:33][CH:34]=2)[C:29]([N:36]([CH3:38])[CH3:37])=[CH:28][CH:27]=1)=[C:24]=[S:25]. (2) Given the product [CH:1]([S:4][C:5]1[CH:13]=[CH:12][C:11]([S:14]([CH3:17])(=[O:16])=[O:15])=[CH:10][C:6]=1[C:7]([N:29]1[CH2:28][CH2:27][N:26]([C:23]2[CH:22]=[CH:21][C:20]([C:19]([F:32])([F:33])[F:18])=[CH:25][CH:24]=2)[CH2:31][CH2:30]1)=[O:9])([CH3:2])[CH3:3], predict the reactants needed to synthesize it. The reactants are: [CH:1]([S:4][C:5]1[CH:13]=[CH:12][C:11]([S:14]([CH3:17])(=[O:16])=[O:15])=[CH:10][C:6]=1[C:7]([OH:9])=O)([CH3:3])[CH3:2].[F:18][C:19]([F:33])([F:32])[C:20]1[CH:25]=[CH:24][C:23]([N:26]2[CH2:31][CH2:30][NH:29][CH2:28][CH2:27]2)=[CH:22][CH:21]=1.